This data is from Reaction yield outcomes from USPTO patents with 853,638 reactions. The task is: Predict the reaction yield, written as a fraction of the theoretical maximum amount of product (1.0 means a 100% yield; for example, 0.34 means a 34% yield). (1) The reactants are Cl[C:2]1[N:3]([CH2:28][CH2:29][CH3:30])[C:4](=[O:27])[C:5]2[NH:6][C:7]([C:11]3[CH:12]=[N:13][N:14]([CH2:16][C:17]4[CH:22]=[CH:21][CH:20]=[C:19]([C:23]([F:26])([F:25])[F:24])[CH:18]=4)[CH:15]=3)=[N:8][C:9]=2[N:10]=1.[C-]#N.[Na+].[Na+].[I-].[CH3:36][N:37](C=O)C. The catalyst is O. The product is [O:27]=[C:4]1[N:3]([CH2:28][CH2:29][CH3:30])[C:2]([C:36]#[N:37])=[N:10][C:9]2[N:8]=[C:7]([C:11]3[CH:12]=[N:13][N:14]([CH2:16][C:17]4[CH:22]=[CH:21][CH:20]=[C:19]([C:23]([F:26])([F:25])[F:24])[CH:18]=4)[CH:15]=3)[NH:6][C:5]1=2. The yield is 0.670. (2) The reactants are [N+:1]([C:4]1[CH:10]=[C:9]([O:11][C:12]([F:15])([F:14])[F:13])[CH:8]=[CH:7][C:5]=1[NH2:6])([O-:3])=[O:2].Br[C:17]1[CH:22]=[CH:21][CH:20]=[CH:19][CH:18]=1. The catalyst is C1(C)C=CC=CC=1.O.C1C=CC(/C=C/C(/C=C/C2C=CC=CC=2)=O)=CC=1.C1C=CC(/C=C/C(/C=C/C2C=CC=CC=2)=O)=CC=1.C1C=CC(/C=C/C(/C=C/C2C=CC=CC=2)=O)=CC=1.[Pd].[Pd].C1(P(C2C=CC=CC=2)C2C3OC4C(=CC=CC=4P(C4C=CC=CC=4)C4C=CC=CC=4)C(C)(C)C=3C=CC=2)C=CC=CC=1. The product is [N+:1]([C:4]1[CH:10]=[C:9]([O:11][C:12]([F:13])([F:14])[F:15])[CH:8]=[CH:7][C:5]=1[NH:6][C:17]1[CH:22]=[CH:21][CH:20]=[CH:19][CH:18]=1)([O-:3])=[O:2]. The yield is 0.790.